The task is: Binary classification across 12 toxicity assays.. This data is from Tox21: 12 toxicity assays (nuclear receptors and stress response pathways). (1) The compound is C=CC[C@@H]1C=C(C)C[C@H](C)C[C@H](OC)[C@H]2O[C@@](O)(C(=O)C(=O)N3CCCC[C@H]3C(=O)O[C@H](/C(C)=C/[C@@H]3CC[C@@H](O)[C@H](OC)C3)[C@H](C)[C@@H](O)CC1=O)[C@H](C)C[C@@H]2OC. It tested positive (active) for: SR-MMP (Mitochondrial Membrane Potential disruption). (2) The molecule is C[C@]12C[C@H](O)[C@H]3[C@@H](CCC4=CC(=O)C=C[C@@]43C)[C@@H]1CC[C@]2(O)C(=O)CO. It tested positive (active) for: NR-AR (Androgen Receptor agonist activity), and NR-AR-LBD (Androgen Receptor Ligand Binding Domain agonist). (3) The compound is O=C=Nc1cccc(C(F)(F)F)c1. It tested positive (active) for: NR-AhR (Aryl hydrocarbon Receptor agonist activity), NR-Aromatase (Aromatase enzyme inhibition), and SR-MMP (Mitochondrial Membrane Potential disruption).